This data is from Full USPTO retrosynthesis dataset with 1.9M reactions from patents (1976-2016). The task is: Predict the reactants needed to synthesize the given product. (1) Given the product [CH2:3]([O:10][C:11]1[CH:16]=[CH:15][C:14]([CH2:17][CH2:18][C:19]([NH2:21])=[O:20])=[C:13]([O:22][CH2:23][O:24][CH3:25])[CH:12]=1)[C:4]1[CH:5]=[CH:6][CH:7]=[CH:8][CH:9]=1, predict the reactants needed to synthesize it. The reactants are: [H-].[Na+].[CH2:3]([O:10][C:11]1[CH:16]=[CH:15][C:14]([CH2:17][CH2:18][C:19]([NH2:21])=[O:20])=[C:13]([OH:22])[CH:12]=1)[C:4]1[CH:9]=[CH:8][CH:7]=[CH:6][CH:5]=1.[CH3:23][O:24][CH2:25]Cl. (2) Given the product [Cl:1][C:2]1[CH:17]=[CH:16][C:5]([O:6][C:7]2[CH:12]=[CH:11][C:10]([CH2:13][CH2:14][NH:15][C:24]3[NH:25][CH:26]=[C:27]([CH2:31][C:32]4[CH:37]=[CH:36][N:35]=[N:34][CH:33]=4)[C:28](=[O:30])[N:29]=3)=[CH:9][CH:8]=2)=[CH:4][C:3]=1[C:18]([F:19])([F:20])[F:21], predict the reactants needed to synthesize it. The reactants are: [Cl:1][C:2]1[CH:17]=[CH:16][C:5]([O:6][C:7]2[CH:12]=[CH:11][C:10]([CH2:13][CH2:14][NH2:15])=[CH:9][CH:8]=2)=[CH:4][C:3]=1[C:18]([F:21])([F:20])[F:19].CS[C:24]1[NH:25][CH:26]=[C:27]([CH2:31][C:32]2[CH:37]=[CH:36][N:35]=[N:34][CH:33]=2)[C:28](=[O:30])[N:29]=1. (3) Given the product [Cl:1][C:2]1[CH:26]=[CH:25][C:5]([CH2:6][C:7]2[C:8]([C@H:13]3[CH2:17][CH2:16][CH2:15][N:14]3[C:18]([NH:36][C:39]3[CH:44]=[CH:43][C:42]([C:45]([F:46])([F:47])[F:48])=[CH:41][CH:40]=3)=[O:19])=[N:9][N:10]([CH3:12])[CH:11]=2)=[CH:4][CH:3]=1, predict the reactants needed to synthesize it. The reactants are: [Cl:1][C:2]1[CH:26]=[CH:25][C:5]([CH2:6][C:7]2[C:8]([C@H:13]3[CH2:17][CH2:16][CH2:15][N:14]3[C:18](OC(C)(C)C)=[O:19])=[N:9][N:10]([CH3:12])[CH:11]=2)=[CH:4][CH:3]=1.CCN(C(C)C)C(C)C.[N:36]([C:39]1[CH:44]=[CH:43][C:42]([C:45]([F:48])([F:47])[F:46])=[CH:41][CH:40]=1)=C=O. (4) Given the product [NH2:4][C:5]([C@@H:26]1[CH2:30][CH2:29][N:28]([S:31]([C:34]2[CH:39]=[CH:38][CH:37]=[CH:36][C:35]=2[N+:40]([O-:42])=[O:41])(=[O:32])=[O:33])[CH2:27]1)([CH2:13][CH2:14][CH2:15][CH2:16][B:17]([OH:18])[OH:21])[C:6]([OH:43])=[O:7], predict the reactants needed to synthesize it. The reactants are: C([NH:4][C:5]([C@@H:26]1[CH2:30][CH2:29][N:28]([S:31]([C:34]2[CH:39]=[CH:38][CH:37]=[CH:36][C:35]=2[N+:40]([O-:42])=[O:41])(=[O:33])=[O:32])[CH2:27]1)([CH2:13][CH2:14][CH2:15][CH2:16][B:17]1[O:21]C(C)(C)C(C)(C)[O:18]1)[C:6](NC(C)(C)C)=[O:7])(=O)C.[O:43]1CCOCC1.Cl. (5) Given the product [CH3:13][C:7]1[N:8]2[C:4](=[N:2][NH:3][C:10]2=[O:11])[S:5][CH:6]=1, predict the reactants needed to synthesize it. The reactants are: Cl.[NH:2]([C:4]1[S:5][CH:6]=[CH:7][N:8]=1)[NH2:3].N[C:10](N)=[O:11].[CH3:13]N(C=O)C. (6) Given the product [C:5]([O:9][C:10]([N:12]1[CH2:13][CH2:14][N:15]([C@@H:18]2[CH2:23][CH2:22][CH2:21][CH2:20][C@H:19]2[C:24]([O:26][CH2:27][CH3:28])=[O:25])[CH2:16][CH2:17]1)=[O:11])([CH3:8])([CH3:7])[CH3:6], predict the reactants needed to synthesize it. The reactants are: [Na].CCO.[C:5]([O:9][C:10]([N:12]1[CH2:17][CH2:16][N:15]([C@@H:18]2[CH2:23][CH2:22][CH2:21][CH2:20][C@@H:19]2[C:24]([O:26][CH2:27][CH3:28])=[O:25])[CH2:14][CH2:13]1)=[O:11])([CH3:8])([CH3:7])[CH3:6].